Dataset: Forward reaction prediction with 1.9M reactions from USPTO patents (1976-2016). Task: Predict the product of the given reaction. (1) Given the reactants [CH2:1]([C:8]1[N:9]=[C:10]2[C:15]([C:16]([F:19])([F:18])[F:17])=[CH:14][CH:13]=[N:12][N:11]2[C:20]=1[C:21]1[CH:22]=[C:23]([OH:27])[CH:24]=[CH:25][CH:26]=1)[C:2]1[CH:7]=[CH:6][CH:5]=[CH:4][CH:3]=1.[CH3:28][S:29]([C:32]1[CH:33]=[C:34](B(O)O)[CH:35]=[CH:36][CH:37]=1)(=[O:31])=[O:30].N1C=CC=CC=1, predict the reaction product. The product is: [CH2:1]([C:8]1[N:9]=[C:10]2[C:15]([C:16]([F:19])([F:18])[F:17])=[CH:14][CH:13]=[N:12][N:11]2[C:20]=1[C:21]1[CH:26]=[CH:25][CH:24]=[C:23]([O:27][C:36]2[CH:35]=[CH:34][CH:33]=[C:32]([S:29]([CH3:28])(=[O:31])=[O:30])[CH:37]=2)[CH:22]=1)[C:2]1[CH:7]=[CH:6][CH:5]=[CH:4][CH:3]=1. (2) The product is: [Cl:32][C:29]1[CH:28]=[CH:27][C:26]([N:11]2[C:12](=[O:25])[C:13]3[CH:18]=[N:17][N:16]([C:19]4[CH:24]=[CH:23][CH:22]=[CH:21][CH:20]=4)[C:14]=3[N:15]=[C:10]2[C:7]2[CH:6]=[CH:5][C:4]([C:1](=[O:3])[CH:2]=[CH:35][N:36]([CH3:38])[CH3:37])=[CH:9][CH:8]=2)=[CH:31][CH:30]=1. Given the reactants [C:1]([C:4]1[CH:9]=[CH:8][C:7]([C:10]2[N:11]([C:26]3[CH:31]=[CH:30][C:29]([Cl:32])=[CH:28][CH:27]=3)[C:12](=[O:25])[C:13]3[CH:18]=[N:17][N:16]([C:19]4[CH:24]=[CH:23][CH:22]=[CH:21][CH:20]=4)[C:14]=3[N:15]=2)=[CH:6][CH:5]=1)(=[O:3])[CH3:2].CO[CH:35](OC)[N:36]([CH3:38])[CH3:37], predict the reaction product.